This data is from Reaction yield outcomes from USPTO patents with 853,638 reactions. The task is: Predict the reaction yield, written as a fraction of the theoretical maximum amount of product (1.0 means a 100% yield; for example, 0.34 means a 34% yield). The reactants are [Br:1][C:2]1[CH:31]=[CH:30][C:5]([CH2:6][NH:7][CH2:8][C@H:9]2[CH2:14][CH2:13][C@H:12]([CH2:15][NH:16][C:17]3[N:26]=[C:25]([N:27]([CH3:29])[CH3:28])[C:24]4[C:19](=[CH:20][CH:21]=[CH:22][CH:23]=4)[N:18]=3)[CH2:11][CH2:10]2)=[C:4]([O:32][C:33]([F:36])([F:35])[F:34])[CH:3]=1.C=O.[C:39](O)(=O)C.[BH-](OC(C)=O)(OC(C)=O)OC(C)=O.[Na+]. The catalyst is C(Cl)Cl. The product is [Br:1][C:2]1[CH:31]=[CH:30][C:5]([CH2:6][N:7]([CH2:8][C@H:9]2[CH2:10][CH2:11][C@H:12]([CH2:15][NH:16][C:17]3[N:26]=[C:25]([N:27]([CH3:29])[CH3:28])[C:24]4[C:19](=[CH:20][CH:21]=[CH:22][CH:23]=4)[N:18]=3)[CH2:13][CH2:14]2)[CH3:39])=[C:4]([O:32][C:33]([F:35])([F:36])[F:34])[CH:3]=1. The yield is 0.510.